From a dataset of Catalyst prediction with 721,799 reactions and 888 catalyst types from USPTO. Predict which catalyst facilitates the given reaction. Reactant: C(OC(=O)[NH:6][C:7]1[C:8]([C:14]([NH:16][C:17]2[CH:22]=[CH:21][CH:20]=[C:19]([CH3:23])[N:18]=2)=[O:15])=[N:9][C:10]([CH3:13])=[CH:11][CH:12]=1)C=C.C1([SiH3])C=CC=CC=1. Product: [NH2:6][C:7]1[C:8]([C:14]([NH:16][C:17]2[CH:22]=[CH:21][CH:20]=[C:19]([CH3:23])[N:18]=2)=[O:15])=[N:9][C:10]([CH3:13])=[CH:11][CH:12]=1. The catalyst class is: 176.